From a dataset of Full USPTO retrosynthesis dataset with 1.9M reactions from patents (1976-2016). Predict the reactants needed to synthesize the given product. Given the product [CH3:29][O:30][C:31](=[O:41])[C:32]1[CH:33]=[CH:34][C:35]([NH:38][C:39]([N:9]2[CH2:10][C@@H:11]([CH2:23][C:24]([CH3:25])([CH3:27])[CH3:26])[C@@:12]([C:15]3[CH:20]=[CH:19][C:18]([Cl:21])=[CH:17][C:16]=3[F:22])([C:13]#[N:14])[C@H:8]2[C:5]2[CH:6]=[CH:7][C:2]([Cl:1])=[CH:3][C:4]=2[F:28])=[O:40])=[CH:36][CH:37]=1, predict the reactants needed to synthesize it. The reactants are: [Cl:1][C:2]1[CH:7]=[CH:6][C:5]([CH:8]2[C:12]([C:15]3[CH:20]=[CH:19][C:18]([Cl:21])=[CH:17][C:16]=3[F:22])([C:13]#[N:14])[CH:11]([CH2:23][C:24]([CH3:27])([CH3:26])[CH3:25])[CH2:10][NH:9]2)=[C:4]([F:28])[CH:3]=1.[CH3:29][O:30][C:31](=[O:41])[C:32]1[CH:37]=[CH:36][C:35]([N:38]=[C:39]=[O:40])=[CH:34][CH:33]=1.